From a dataset of Full USPTO retrosynthesis dataset with 1.9M reactions from patents (1976-2016). Predict the reactants needed to synthesize the given product. (1) Given the product [CH3:1][C:2]1[C:6]([NH:7][C:8](=[O:25])[C:9]2[CH:14]=[CH:13][C:12]([CH3:15])=[C:11]([C:28]3[CH:36]=[C:35]4[C:31]([C:32]([C:37]5[CH:42]=[CH:41][C:40]([F:43])=[CH:39][CH:38]=5)=[N:33][NH:34]4)=[CH:30][CH:29]=3)[CH:10]=2)=[C:5]([CH3:26])[O:4][N:3]=1, predict the reactants needed to synthesize it. The reactants are: [CH3:1][C:2]1[C:6]([NH:7][C:8](=[O:25])[C:9]2[CH:14]=[CH:13][C:12]([CH3:15])=[C:11](B3OC(C)(C)C(C)(C)O3)[CH:10]=2)=[C:5]([CH3:26])[O:4][N:3]=1.Br[C:28]1[CH:36]=[C:35]2[C:31]([C:32]([C:37]3[CH:42]=[CH:41][C:40]([F:43])=[CH:39][CH:38]=3)=[N:33][NH:34]2)=[CH:30][CH:29]=1.C(=O)([O-])O.[Na+]. (2) Given the product [O:1]1[C:5]2[CH:6]=[CH:7][C:8]([C:10]3[O:18][C:17]4[C:12](=[N:13][CH:14]=[CH:15][C:16]=4[NH:30][C:29]4[C:21]([CH3:20])=[C:22]5[C:26](=[CH:27][CH:28]=4)[NH:25][CH:24]=[CH:23]5)[CH:11]=3)=[CH:9][C:4]=2[O:3][CH2:2]1, predict the reactants needed to synthesize it. The reactants are: [O:1]1[C:5]2[CH:6]=[CH:7][C:8]([C:10]3[O:18][C:17]4[C:12](=[N:13][CH:14]=[CH:15][C:16]=4Cl)[CH:11]=3)=[CH:9][C:4]=2[O:3][CH2:2]1.[CH3:20][C:21]1[C:29]([NH2:30])=[CH:28][CH:27]=[C:26]2[C:22]=1[CH:23]=[CH:24][NH:25]2. (3) Given the product [CH3:15][N:13]([CH3:14])[C@@H:10]1[CH2:9][CH2:8][C@H:7]([C:4]([CH3:5])([CH3:6])[C:3]([OH:16])=[O:2])[CH2:12][CH2:11]1, predict the reactants needed to synthesize it. The reactants are: C[O:2][C:3](=[O:16])[C:4]([C@H:7]1[CH2:12][CH2:11][C@@H:10]([N:13]([CH3:15])[CH3:14])[CH2:9][CH2:8]1)([CH3:6])[CH3:5].[OH-].[Na+]. (4) Given the product [CH3:15][O:12][C:11](=[O:13])[CH2:10][CH2:9][CH2:8][C:5]1[CH:4]=[CH:3][C:2]([NH2:1])=[CH:7][CH:6]=1, predict the reactants needed to synthesize it. The reactants are: [NH2:1][C:2]1[CH:7]=[CH:6][C:5]([CH2:8][CH2:9][CH2:10][C:11]([OH:13])=[O:12])=[CH:4][CH:3]=1.Cl.[C:15]([O-])(O)=O.[Na+].C([O-])([O-])=O.[Na+].[Na+]. (5) Given the product [OH:35][C:9]1[C:10]([CH2:32][CH2:33][CH3:34])=[C:11]([S:14][CH2:15][C:16]2[CH:21]=[CH:20][C:19]([C@H:22]([OH:31])[C:23]3[CH:30]=[CH:29][CH:28]=[C:25]([C:26]4[NH:27][N:3]=[N:2][N:1]=4)[CH:24]=3)=[CH:18][CH:17]=2)[CH:12]=[CH:13][C:8]=1[C:5](=[O:7])[CH3:6], predict the reactants needed to synthesize it. The reactants are: [N-:1]=[N+:2]=[N-:3].[Na+].[C:5]([C:8]1[CH:13]=[CH:12][C:11]([S:14][CH2:15][C:16]2[CH:21]=[CH:20][C:19]([C@H:22]([OH:31])[C:23]3[CH:24]=[C:25]([CH:28]=[CH:29][CH:30]=3)[C:26]#[N:27])=[CH:18][CH:17]=2)=[C:10]([CH2:32][CH2:33][CH3:34])[C:9]=1[OH:35])(=[O:7])[CH3:6].O. (6) Given the product [Br:14][C:11]1[CH:12]=[CH:13][C:6]([CH3:5])=[C:7]([CH:10]=1)[CH:8]=[O:9], predict the reactants needed to synthesize it. The reactants are: [Cl-].[Al+3].[Cl-].[Cl-].[CH3:5][C:6]1[CH:13]=[CH:12][CH:11]=[CH:10][C:7]=1[CH:8]=[O:9].[Br:14]Br.